Dataset: Reaction yield outcomes from USPTO patents with 853,638 reactions. Task: Predict the reaction yield, written as a fraction of the theoretical maximum amount of product (1.0 means a 100% yield; for example, 0.34 means a 34% yield). The reactants are [C:1]([O:5][C:6](=[O:14])[NH:7][CH:8]1[CH2:13][CH2:12][NH:11][CH2:10][CH2:9]1)([CH3:4])([CH3:3])[CH3:2].[CH2:15]([O:17][C:18]1[CH:19]=[C:20]([CH:23]=[CH:24][C:25]=1[O:26][CH3:27])[CH:21]=O)[CH3:16].C(O)(=O)C.C([BH3-])#N.[Na+]. The catalyst is C(O)C. The product is [C:1]([O:5][C:6](=[O:14])[NH:7][CH:8]1[CH2:13][CH2:12][N:11]([CH2:21][C:20]2[CH:23]=[CH:24][C:25]([O:26][CH3:27])=[C:18]([O:17][CH2:15][CH3:16])[CH:19]=2)[CH2:10][CH2:9]1)([CH3:4])([CH3:2])[CH3:3]. The yield is 0.530.